From a dataset of Peptide-MHC class I binding affinity with 185,985 pairs from IEDB/IMGT. Regression. Given a peptide amino acid sequence and an MHC pseudo amino acid sequence, predict their binding affinity value. This is MHC class I binding data. The peptide sequence is RLPKRSVML. The MHC is HLA-B07:02 with pseudo-sequence HLA-B07:02. The binding affinity (normalized) is 0.173.